From a dataset of Forward reaction prediction with 1.9M reactions from USPTO patents (1976-2016). Predict the product of the given reaction. (1) The product is: [C:12]([NH:15][NH:16][C:6](=[O:8])[C:5]1[CH:9]=[CH:10][C:2]([Br:1])=[C:3]([CH3:11])[CH:4]=1)(=[O:14])[CH3:13]. Given the reactants [Br:1][C:2]1[CH:10]=[CH:9][C:5]([C:6]([OH:8])=O)=[CH:4][C:3]=1[CH3:11].[C:12]([NH:15][NH2:16])(=[O:14])[CH3:13].CN(C(ON1N=NC2C=CC=NC1=2)=[N+](C)C)C.F[P-](F)(F)(F)(F)F.C(N(CC)CC)C, predict the reaction product. (2) Given the reactants [CH:1]1([N:7]2[CH2:11][CH2:10][CH2:9][CH2:8]2)[CH2:6][CH2:5][CH2:4][CH2:3][CH2:2]1.[CH2:12]([I:14])[CH3:13], predict the reaction product. The product is: [I-:14].[CH2:12]([N+:7]1([CH:1]2[CH2:6][CH2:5][CH2:4][CH2:3][CH2:2]2)[CH2:11][CH2:10][CH2:9][CH2:8]1)[CH3:13].